This data is from Full USPTO retrosynthesis dataset with 1.9M reactions from patents (1976-2016). The task is: Predict the reactants needed to synthesize the given product. (1) Given the product [Cl:8][C:6]1[C:5]([CH3:9])=[CH:4][C:3]([F:10])=[C:2]([CH:7]=1)[C:12]#[N:13], predict the reactants needed to synthesize it. The reactants are: Br[C:2]1[CH:7]=[C:6]([Cl:8])[C:5]([CH3:9])=[CH:4][C:3]=1[F:10].[Cu][C:12]#[N:13]. (2) Given the product [NH:1]1[CH:5]=[C:4]([CH:6]([C:8]2[CH:9]=[CH:10][CH:11]=[C:12]3[C:17]=2[N:16]=[CH:15][CH:14]=[CH:13]3)[CH3:7])[N:3]=[CH:2]1, predict the reactants needed to synthesize it. The reactants are: [NH:1]1[CH:5]=[C:4]([C:6]([C:8]2[CH:9]=[CH:10][CH:11]=[C:12]3[C:17]=2[N:16]=[CH:15][CH:14]=[CH:13]3)=[CH2:7])[N:3]=[CH:2]1.[H][H]. (3) Given the product [O:5]=[C:6]1[NH:23][C:22]2[CH:21]=[C:16]([C:17]([O:19][CH3:20])=[O:18])[CH:15]=[N:14][C:13]=2[N:9]2[CH2:10][CH2:11][CH2:12][CH:8]2[CH2:7]1, predict the reactants needed to synthesize it. The reactants are: C([O:5][C:6](=O)[CH2:7][CH:8]1[CH2:12][CH2:11][CH2:10][N:9]1[C:13]1[C:22]([N+:23]([O-])=O)=[CH:21][C:16]([C:17]([O:19][CH3:20])=[O:18])=[CH:15][N:14]=1)(C)(C)C.P(OC1C=CC=CC=1)(OC1C=CC=CC=1)OC1C=CC=CC=1. (4) Given the product [CH2:31]([CH:25]1[C:24]([C:22]2[CH:21]=[CH:20][C:18]3[N:19]=[C:15]([C:12]4[CH:13]=[CH:14][C:9]([OH:8])=[CH:10][CH:11]=4)[O:16][C:17]=3[CH:23]=2)=[N:29][NH:28][C:27](=[O:30])[CH2:26]1)[CH3:32], predict the reactants needed to synthesize it. The reactants are: C([O:8][C:9]1[CH:14]=[CH:13][C:12]([C:15]2[O:16][C:17]3[CH:23]=[C:22]([C:24]4[CH:25]([CH2:31][CH3:32])[CH2:26][C:27](=[O:30])[NH:28][N:29]=4)[CH:21]=[CH:20][C:18]=3[N:19]=2)=[CH:11][CH:10]=1)C1C=CC=CC=1.[H][H]. (5) Given the product [F:3][C:4]1[CH:5]=[C:6]([CH:10]=[CH:11][C:12]=1[N+:13]([O-:15])=[O:14])[CH2:7][OH:8], predict the reactants needed to synthesize it. The reactants are: [BH4-].[Na+].[F:3][C:4]1[CH:5]=[C:6]([CH:10]=[CH:11][C:12]=1[N+:13]([O-:15])=[O:14])[C:7](O)=[O:8].B(F)(F)F.CCOCC.Cl. (6) The reactants are: [CH3:1][N:2]([CH3:23])[C:3]1N=CN=C2N(COCC[Si](C)(C)C)N=C(C(=O)C)C=12.[CH2:24]([NH:26][C:27]1[CH:32]=[CH:31][N:30]=[C:29]2[N:33]([CH2:39][O:40][CH2:41][CH2:42][Si:43]([CH3:46])([CH3:45])[CH3:44])[CH:34]=[C:35]([C:36](=[O:38])[CH3:37])[C:28]=12)[CH3:25]. Given the product [CH3:1][N:2]([CH3:23])/[CH:3]=[CH:37]/[C:36]([C:35]1[C:28]2[C:29](=[N:30][CH:31]=[CH:32][C:27]=2[NH:26][CH2:24][CH3:25])[N:33]([CH2:39][O:40][CH2:41][CH2:42][Si:43]([CH3:44])([CH3:45])[CH3:46])[CH:34]=1)=[O:38], predict the reactants needed to synthesize it.